This data is from Reaction yield outcomes from USPTO patents with 853,638 reactions. The task is: Predict the reaction yield, written as a fraction of the theoretical maximum amount of product (1.0 means a 100% yield; for example, 0.34 means a 34% yield). (1) The yield is 0.313. The product is [CH:21]1([N:26]2[C:27]3[N:28]=[C:29]([S:35][CH3:36])[N:30]=[CH:31][C:32]=3[CH:33]=[C:5]([CH3:6])[C:4]2=[O:15])[CH2:22][CH2:23][CH2:24][CH2:25]1. The catalyst is O1CCCC1. The reactants are C(O[C:4](=[O:15])[CH:5](P(OCC)(OCC)=O)[CH3:6])C.C([Li])CCC.[CH:21]1([NH:26][C:27]2[C:32]([CH:33]=O)=[CH:31][N:30]=[C:29]([S:35][CH3:36])[N:28]=2)[CH2:25][CH2:24][CH2:23][CH2:22]1.C(O)(=O)CC(CC(O)=O)(C(O)=O)O. (2) The reactants are [Cl:1][C:2]1[N:10]=[C:9]2[C:5]([N:6]=[CH:7][N:8]2[CH3:11])=[C:4](Cl)[N:3]=1.[CH3:13][C:14]1[S:18][C:17]([CH2:19][NH2:20])=[CH:16][CH:15]=1.Cl.C(N(CC)CC)C. The catalyst is CCCCO. The product is [Cl:1][C:2]1[N:10]=[C:9]2[C:5]([N:6]=[CH:7][N:8]2[CH3:11])=[C:4]([NH:20][CH2:19][C:17]2[S:18][C:14]([CH3:13])=[CH:15][CH:16]=2)[N:3]=1. The yield is 0.860. (3) The reactants are [F:1][C:2]1[C:7]([CH:8]=[O:9])=[CH:6][CH:5]=[C:4]([NH:10][CH2:11][C:12]2[CH:13]=[N:14][C:15]([C:18]([F:21])([F:20])[F:19])=[CH:16][CH:17]=2)[N:3]=1.[C:22]([O:26][C:27](O[C:27]([O:26][C:22]([CH3:25])([CH3:24])[CH3:23])=[O:28])=[O:28])([CH3:25])([CH3:24])[CH3:23]. The catalyst is O1CCCC1.CN(C)C1C=CN=CC=1. The product is [C:22]([O:26][C:27](=[O:28])[N:10]([C:4]1[CH:5]=[CH:6][C:7]([CH:8]=[O:9])=[C:2]([F:1])[N:3]=1)[CH2:11][C:12]1[CH:13]=[N:14][C:15]([C:18]([F:21])([F:19])[F:20])=[CH:16][CH:17]=1)([CH3:25])([CH3:24])[CH3:23]. The yield is 0.590. (4) The reactants are [C:1]([O:5][C:6]([N:8]([CH2:19][C:20]1[CH:25]=[CH:24][C:23]([O:26][CH3:27])=[CH:22][C:21]=1[O:28][CH3:29])[C:9]1[S:10][C:11]([CH3:18])=[C:12]([C:14](OC)=[O:15])[N:13]=1)=[O:7])([CH3:4])([CH3:3])[CH3:2].CO.[BH4-].[Li+]. The catalyst is O1CCCC1. The product is [CH3:29][O:28][C:21]1[CH:22]=[C:23]([O:26][CH3:27])[CH:24]=[CH:25][C:20]=1[CH2:19][N:8]([C:9]1[S:10][C:11]([CH3:18])=[C:12]([CH2:14][OH:15])[N:13]=1)[C:6](=[O:7])[O:5][C:1]([CH3:3])([CH3:4])[CH3:2]. The yield is 0.800.